This data is from Forward reaction prediction with 1.9M reactions from USPTO patents (1976-2016). The task is: Predict the product of the given reaction. (1) Given the reactants [O:1]1[C:5]2[CH:6]=[CH:7][C:8]([CH2:10][NH:11][C:12]3[CH:17]=[C:16](Cl)[N:15]=[C:14]([O:19][CH3:20])[N:13]=3)=[CH:9][C:4]=2[CH:3]=[CH:2]1.[C:21]([C:24]([C:27]1[CH:28]=[C:29](B(O)O)[CH:30]=[CH:31][CH:32]=1)([CH3:26])[CH3:25])([OH:23])=[O:22].C([O-])([O-])=O.[Cs+].[Cs+], predict the reaction product. The product is: [O:1]1[C:5]2[CH:6]=[CH:7][C:8]([CH2:10][NH:11][C:12]3[N:13]=[C:14]([O:19][CH3:20])[N:15]=[C:16]([C:29]4[CH:28]=[C:27]([C:24]([CH3:26])([CH3:25])[C:21]([OH:23])=[O:22])[CH:32]=[CH:31][CH:30]=4)[CH:17]=3)=[CH:9][C:4]=2[CH:3]=[CH:2]1. (2) Given the reactants [CH2:1]1[C:3]2([NH:9][CH2:8][CH2:7][CH2:6][N:5]([C:10]3[C:11]4[CH:18]=[CH:17][NH:16][C:12]=4[N:13]=[CH:14][N:15]=3)[CH2:4]2)[CH2:2]1.[C:19]1([N:25]=[C:26]=[S:27])[CH:24]=[CH:23][CH:22]=[CH:21][CH:20]=1, predict the reaction product. The product is: [C:19]1([NH:25][C:26]([N:9]2[C:3]3([CH2:2][CH2:1]3)[CH2:4][N:5]([C:10]3[C:11]4[CH:18]=[CH:17][NH:16][C:12]=4[N:13]=[CH:14][N:15]=3)[CH2:6][CH2:7][CH2:8]2)=[S:27])[CH:24]=[CH:23][CH:22]=[CH:21][CH:20]=1.